This data is from Forward reaction prediction with 1.9M reactions from USPTO patents (1976-2016). The task is: Predict the product of the given reaction. Given the reactants C[CH2:2][C:3]([C:6]([O:8][C@@H:9]1[C@@H:14]2[C@@H:15]([CH2:20][CH2:21][C@@H:22](O)[CH2:23][C@@H:24]([OH:29])[CH2:25][C:26]([O-:28])=[O:27])[C@@H:16]([CH3:19])[CH:17]=[CH:18][C:13]2=[CH:12][C@H:11]([CH3:31])[CH2:10]1)=[O:7])([CH3:5])[CH3:4].[NH4+].[CH4:33], predict the reaction product. The product is: [CH3:33][CH2:4][C:3]([C:6]([O:8][C@@H:9]1[C@@H:14]2[C@@H:15]([CH2:20][CH2:21][C@H:22]3[O:27][C:26](=[O:28])[CH2:25][C@H:24]([OH:29])[CH2:23]3)[C@@H:16]([CH3:19])[CH:17]=[CH:18][C:13]2=[CH:12][C@H:11]([CH3:31])[CH2:10]1)=[O:7])([CH3:5])[CH3:2].